From a dataset of Forward reaction prediction with 1.9M reactions from USPTO patents (1976-2016). Predict the product of the given reaction. (1) Given the reactants C(N1C=CN=C1)(N1C=CN=C1)=O.[CH3:13][C:14]1[CH:19]=[C:18]([C:20]([OH:22])=O)[CH:17]=[CH:16][N:15]=1.[CH3:23][O:24][C:25](=[O:36])[CH2:26][C:27]1[CH:32]=[CH:31][C:30]([O:33][CH3:34])=[CH:29][C:28]=1[Cl:35].[H-].[Na+].[NH4+].[Cl-], predict the reaction product. The product is: [CH3:23][O:24][C:25](=[O:36])[CH:26]([C:27]1[CH:32]=[CH:31][C:30]([O:33][CH3:34])=[CH:29][C:28]=1[Cl:35])[C:20]([C:18]1[CH:17]=[CH:16][N:15]=[C:14]([CH3:13])[CH:19]=1)=[O:22]. (2) Given the reactants [NH2:1][C:2]1[CH:7]=[CH:6][CH:5]=[CH:4][CH:3]=1.I[C:9]1[CH:14]=CC=C[CH:10]=1.[I-].[K+].C(=O)([O-])[O-].[K+].[K+].C(OCCCC)CCC, predict the reaction product. The product is: [NH:1]1[C:2]2[C:7](=[CH:6][CH:5]=[CH:4][CH:3]=2)[CH2:14][CH:9]=[CH:10]1.